From a dataset of Catalyst prediction with 721,799 reactions and 888 catalyst types from USPTO. Predict which catalyst facilitates the given reaction. (1) Reactant: [NH:1]1[CH2:6][CH2:5][CH2:4][CH2:3][CH:2]1[CH2:7][CH2:8][OH:9].[C@]12(CS(O)(=O)=O)C(C)(C)C(CC1)CC2=O.CCOCC. Product: [NH:1]1[CH2:6][CH2:5][CH2:4][CH2:3][C@H:2]1[CH2:7][CH2:8][OH:9]. The catalyst class is: 14. (2) Reactant: C([O-])([O-])=O.[K+].[K+].I[CH:8]([CH3:10])[CH3:9].[CH2:11]([O:18][C:19]1[CH:26]=[CH:25][C:22]([CH:23]=[O:24])=[C:21]([OH:27])[CH:20]=1)[C:12]1[CH:17]=[CH:16][CH:15]=[CH:14][CH:13]=1. Product: [CH2:11]([O:18][C:19]1[CH:26]=[CH:25][C:22]([CH:23]=[O:24])=[C:21]([O:27][CH:8]([CH3:10])[CH3:9])[CH:20]=1)[C:12]1[CH:13]=[CH:14][CH:15]=[CH:16][CH:17]=1. The catalyst class is: 18. (3) Reactant: [CH2:1]([N:3]([CH:24]([CH3:33])[C:25](=[O:32])[C:26]1[CH:31]=[CH:30][CH:29]=[CH:28][CH:27]=1)[C:4]([C:6]1[N:7]=[C:8]([CH:11]2[CH2:16][CH2:15][N:14](C(OC(C)(C)C)=O)[CH2:13][CH2:12]2)[S:9][CH:10]=1)=[O:5])[CH3:2].[ClH:34]. Product: [Cl-:34].[CH2:1]([N:3]([CH:24]([CH3:33])[C:25](=[O:32])[C:26]1[CH:27]=[CH:28][CH:29]=[CH:30][CH:31]=1)[C:4]([C:6]1[N:7]=[C:8]([CH:11]2[CH2:12][CH2:13][NH2+:14][CH2:15][CH2:16]2)[S:9][CH:10]=1)=[O:5])[CH3:2]. The catalyst class is: 12. (4) Reactant: [I-].[CH3:2][P+](C1C=CC=CC=1)(C1C=CC=CC=1)C1C=CC=CC=1.[Si:22]([O:29][CH2:30][CH2:31][O:32][C:33]1[CH:40]=[CH:39][C:36]([CH:37]=O)=[CH:35][CH:34]=1)([C:25]([CH3:28])([CH3:27])[CH3:26])([CH3:24])[CH3:23]. Product: [C:25]([Si:22]([CH3:24])([CH3:23])[O:29][CH2:30][CH2:31][O:32][C:33]1[CH:40]=[CH:39][C:36]([CH:37]=[CH2:2])=[CH:35][CH:34]=1)([CH3:28])([CH3:27])[CH3:26]. The catalyst class is: 1. (5) Reactant: CS([C:4]1[N:5]([C:16]2[CH:21]=[CH:20][C:19]([O:22][CH2:23][C:24]([F:27])([F:26])[F:25])=[CH:18][CH:17]=2)[C:6](=[O:15])[C:7]2[CH:13]=[CH:12][C:11](=[O:14])[NH:10][C:8]=2[N:9]=1)=O.[CH3:28][O-:29].[Na+].Cl. Product: [CH3:28][O:29][C:4]1[N:5]([C:16]2[CH:21]=[CH:20][C:19]([O:22][CH2:23][C:24]([F:27])([F:26])[F:25])=[CH:18][CH:17]=2)[C:6](=[O:15])[C:7]2[CH:13]=[CH:12][C:11](=[O:14])[NH:10][C:8]=2[N:9]=1. The catalyst class is: 7. (6) Reactant: [Cl:1][C:2]1[CH:3]=[C:4]2[C:8](=[CH:9][CH:10]=1)[NH:7][CH:6]=[C:5]2[CH2:11][CH2:12][NH:13][C:14](=[O:23])[C:15]1[CH:20]=[CH:19][CH:18]=[C:17]([CH2:21]Cl)[CH:16]=1.[F:24][C:25]1[CH:30]=[CH:29][CH:28]=[CH:27][C:26]=1B(O)O.C(=O)([O-])[O-].[Na+].[Na+].[I-].[Na+]. Product: [Cl:1][C:2]1[CH:3]=[C:4]2[C:8](=[CH:9][CH:10]=1)[NH:7][CH:6]=[C:5]2[CH2:11][CH2:12][NH:13][C:14](=[O:23])[C:15]1[CH:20]=[CH:19][CH:18]=[C:17]([CH2:21][C:26]2[CH:27]=[CH:28][CH:29]=[CH:30][C:25]=2[F:24])[CH:16]=1. The catalyst class is: 437. (7) Reactant: Cl.[O:2]=[C:3]([N:27]1[CH2:31][CH2:30][CH2:29][CH2:28]1)[C@@H:4]([NH:12][C:13](=[O:26])[C@@H:14]([NH2:25])[CH2:15][C:16]1[C:17]2[CH:24]=[CH:23][CH:22]=[CH:21][C:18]=2[S:19][CH:20]=1)[CH2:5][C:6]1[CH:11]=[CH:10][CH:9]=[CH:8][CH:7]=1.[CH3:32][O:33][C:34]1[CH:39]=[C:38]([O:40][CH3:41])[CH:37]=[CH:36][C:35]=1[CH2:42][N:43]([O:55][CH2:56][C:57]1[CH:62]=[CH:61][C:60]([O:63][CH3:64])=[CH:59][CH:58]=1)[C:44]([CH2:46][C@@H:47]([CH2:51][CH2:52][CH2:53][CH3:54])[C:48](O)=[O:49])=[O:45].[Na].C(Cl)CCl.C1C=CC2N(O)N=NC=2C=1.CN1CCOCC1. Product: [O:2]=[C:3]([N:27]1[CH2:31][CH2:30][CH2:29][CH2:28]1)[C@@H:4]([NH:12][C:13]([C@@H:14]([NH:25][C:48](=[O:49])[C@H:47]([CH2:51][CH2:52][CH2:53][CH3:54])[CH2:46][C:44]([N:43]([CH2:42][C:35]1[CH:36]=[CH:37][C:38]([O:40][CH3:41])=[CH:39][C:34]=1[O:33][CH3:32])[O:55][CH2:56][C:57]1[CH:58]=[CH:59][C:60]([O:63][CH3:64])=[CH:61][CH:62]=1)=[O:45])[CH2:15][C:16]1[C:17]2[CH:24]=[CH:23][CH:22]=[CH:21][C:18]=2[S:19][CH:20]=1)=[O:26])[CH2:5][C:6]1[CH:7]=[CH:8][CH:9]=[CH:10][CH:11]=1. The catalyst class is: 4.